From a dataset of HIV replication inhibition screening data with 41,000+ compounds from the AIDS Antiviral Screen. Binary Classification. Given a drug SMILES string, predict its activity (active/inactive) in a high-throughput screening assay against a specified biological target. (1) The compound is COC(=O)C1C2OC(C)(C)OC2CN1S(=O)(=O)c1ccc(C)cc1. The result is 0 (inactive). (2) The drug is CCOC(=O)C(=CNC(=S)Nc1ccc(OCC)cc1)C(=O)c1ccccc1. The result is 0 (inactive). (3) The compound is CC(=O)OCC1OC(n2c3c(c(-c4ccco4)c(C#N)c2=S)CCCC3)C(OC(C)=O)C(OC(C)=O)C1OC(C)=O. The result is 0 (inactive). (4) The result is 0 (inactive). The compound is O=C1OC(c2ccccc2)N(C(=O)c2ccccc2)C1Cc1ccc(OCc2ccccc2)cc1. (5) The compound is [Cl-].c1ccc(COc2ccc(C[P+](c3ccccc3)(c3ccccc3)c3ccccc3)cc2)cc1. The result is 0 (inactive). (6) The drug is CN(C)CCC[N+]1=Nc2cccc3cccc(c23)N1.[Cl-]. The result is 0 (inactive). (7) The compound is COc1ccccc1N1C(=O)C(=Cc2cccc(Oc3ccccc3)c2)SC1c1ccccc1. The result is 0 (inactive).